This data is from Reaction yield outcomes from USPTO patents with 853,638 reactions. The task is: Predict the reaction yield, written as a fraction of the theoretical maximum amount of product (1.0 means a 100% yield; for example, 0.34 means a 34% yield). (1) The reactants are Br[C:2]1[C:7](=[O:8])[N:6]([CH2:9][C:10]2[CH:15]=[CH:14][C:13]([C:16]3[C:17]([C:22]#[N:23])=[CH:18][CH:19]=[CH:20][CH:21]=3)=[CH:12][CH:11]=2)[C:5]([O:24][CH2:25][CH3:26])=[N:4][C:3]=1[CH3:27].[CH3:28][CH:29]1[CH2:33][C:32]2[CH:34]=[C:35](B(O)O)[CH:36]=[CH:37][C:31]=2[O:30]1.C(=O)([O-])[O-].[Cs+].[Cs+]. The catalyst is O1CCOCC1.C(OCC)(=O)C.C1C=CC(P(C2C=CC=CC=2)[C-]2C=CC=C2)=CC=1.C1C=CC(P(C2C=CC=CC=2)[C-]2C=CC=C2)=CC=1.Cl[Pd]Cl.[Fe+2]. The product is [CH2:25]([O:24][C:5]1[N:6]([CH2:9][C:10]2[CH:15]=[CH:14][C:13]([C:16]3[C:17]([C:22]#[N:23])=[CH:18][CH:19]=[CH:20][CH:21]=3)=[CH:12][CH:11]=2)[C:7](=[O:8])[C:2]([C:35]2[CH:36]=[CH:37][C:31]3[O:30][CH:29]([CH3:28])[CH2:33][C:32]=3[CH:34]=2)=[C:3]([CH3:27])[N:4]=1)[CH3:26]. The yield is 0.680. (2) The reactants are [Cl:1][C:2]1[N:10]=[C:9]2[C:5]([N:6]=[CH:7][N:8]2[CH:11]2[CH2:16][CH2:15][CH2:14][CH2:13][O:12]2)=[C:4]([N:17]2[CH2:22][CH2:21][O:20][CH2:19][CH2:18]2)[N:3]=1.CN(C)CCN(C)C.[Li]CCCC.CN(C)[CH:38]=[O:39]. The catalyst is C1COCC1. The product is [Cl:1][C:2]1[N:10]=[C:9]2[C:5]([N:6]=[C:7]([CH:38]=[O:39])[N:8]2[CH:11]2[CH2:16][CH2:15][CH2:14][CH2:13][O:12]2)=[C:4]([N:17]2[CH2:22][CH2:21][O:20][CH2:19][CH2:18]2)[N:3]=1. The yield is 0.800.